This data is from Full USPTO retrosynthesis dataset with 1.9M reactions from patents (1976-2016). The task is: Predict the reactants needed to synthesize the given product. (1) Given the product [Br:1][C:2]1[CH:7]=[C:6]([NH2:8])[C:5]([NH2:11])=[C:4]([N+:12]([O-:14])=[O:13])[CH:3]=1, predict the reactants needed to synthesize it. The reactants are: [Br:1][C:2]1[CH:7]=[C:6]([N+:8]([O-])=O)[C:5]([NH2:11])=[C:4]([N+:12]([O-:14])=[O:13])[CH:3]=1. (2) Given the product [CH2:1]1[C:9]2[C:4](=[CH:5][CH:6]=[CH:7][CH:8]=2)[CH2:3][N:2]1[N:10]([CH3:46])[C:11](=[O:45])[CH2:12][N:13]([C:30]1[CH:35]=[CH:34][C:33]([C:48]2[N:49]=[N:50][C:51]([O:54][CH3:55])=[CH:52][CH:53]=2)=[CH:32][C:31]=1[CH3:44])[CH2:14][C:15]([NH:17][CH2:18][CH2:19][N:20]([C:23]([O:25][C:26]([CH3:29])([CH3:27])[CH3:28])=[O:24])[CH2:21][CH3:22])=[O:16], predict the reactants needed to synthesize it. The reactants are: [CH2:1]1[C:9]2[C:4](=[CH:5][CH:6]=[CH:7][CH:8]=2)[CH2:3][N:2]1[N:10]([CH3:46])[C:11](=[O:45])[CH2:12][N:13]([C:30]1[CH:35]=[CH:34][C:33](B2OCC(C)(C)CO2)=[CH:32][C:31]=1[CH3:44])[CH2:14][C:15]([NH:17][CH2:18][CH2:19][N:20]([C:23]([O:25][C:26]([CH3:29])([CH3:28])[CH3:27])=[O:24])[CH2:21][CH3:22])=[O:16].Cl[C:48]1[N:49]=[N:50][C:51]([O:54][CH3:55])=[CH:52][CH:53]=1. (3) Given the product [NH2:7][C:8]1[CH:17]=[C:16]([C:18]([F:21])([F:20])[F:19])[C:15]([CH3:3])=[CH:14][C:9]=1[C:10]([O:12][CH3:13])=[O:11], predict the reactants needed to synthesize it. The reactants are: [F-].[Cs+].[CH3:3]B(O)O.[NH2:7][C:8]1[CH:17]=[C:16]([C:18]([F:21])([F:20])[F:19])[C:15](I)=[CH:14][C:9]=1[C:10]([O:12][CH3:13])=[O:11]. (4) Given the product [CH2:1]([C@@:2]12[CH2:9][CH2:8][CH2:7][N:6]1[C@@H:5]([C:10]([Cl:13])([Cl:12])[Cl:11])[O:4][C:3]2=[O:14])[CH3:15], predict the reactants needed to synthesize it. The reactants are: [CH3:1][C@@:2]12[CH2:9][CH2:8][CH2:7][N:6]1[C@@H:5]([C:10]([Cl:13])([Cl:12])[Cl:11])[O:4][C:3]2=[O:14].[CH:15](NC(C)C)(C)C.ClC(Cl)(Cl)[C@H]1OC(=O)[C@H]2N1CCC2.ICC. (5) Given the product [F:25][C:20]1[CH:21]=[CH:22][CH:23]=[CH:24][C:19]=1[C:15]1[CH2:14][C:13](=[O:26])[C:12]2[C:17](=[CH:18][C:9]([OH:8])=[C:10]([O:27][CH3:28])[CH:11]=2)[N:16]=1, predict the reactants needed to synthesize it. The reactants are: C([O:8][C:9]1[CH:18]=[C:17]2[C:12]([C:13](=[O:26])[CH2:14][C:15]([C:19]3[CH:24]=[CH:23][CH:22]=[CH:21][C:20]=3[F:25])=[N:16]2)=[CH:11][C:10]=1[O:27][CH3:28])C1C=CC=CC=1.FC1C=CC=CC=1C1CC(=O)C2C(=CC=C(O)C=2O)N=1. (6) Given the product [CH2:1]([O:3][C:4]([C:6]1[NH:7][C:8]2[C:13]([C:14]=1[CH2:15][CH2:16][CH2:17][NH2:18])=[CH:12][C:11]([C:21](=[O:29])[NH:22][C:23]1[CH:24]=[N:25][CH:26]=[CH:27][CH:28]=1)=[CH:10][CH:9]=2)=[O:5])[CH3:2], predict the reactants needed to synthesize it. The reactants are: [CH2:1]([O:3][C:4]([C:6]1[NH:7][C:8]2[C:13]([C:14]=1[CH2:15][CH2:16][CH2:17][N:18]=[N+]=[N-])=[CH:12][C:11]([C:21](=[O:29])[NH:22][C:23]1[CH:24]=[N:25][CH:26]=[CH:27][CH:28]=1)=[CH:10][CH:9]=2)=[O:5])[CH3:2]. (7) Given the product [CH3:8][O:9][CH2:10][O:11][C:12]1[CH:21]=[CH:20][C:19]2[O:18][CH:17]([C:22]3[CH:27]=[CH:26][C:25]([O:28][CH2:29][O:30][CH3:31])=[CH:24][CH:23]=3)[CH:16]3[CH2:32][CH:5]([O:4][C:1](=[O:3])[CH3:2])[CH2:6][CH:15]3[C:14]=2[CH:13]=1, predict the reactants needed to synthesize it. The reactants are: [C:1]([O:4][C:5](=O)[CH3:6])(=[O:3])[CH3:2].[CH3:8][O:9][CH2:10][O:11][C:12]1[CH:21]=[CH:20][C:19]2[O:18][CH:17]([C:22]3[CH:27]=[CH:26][C:25]([O:28][CH2:29][O:30][CH3:31])=[CH:24][CH:23]=3)[CH:16]3[CH2:32]C(O)C[CH:15]3[C:14]=2[CH:13]=1. (8) The reactants are: [I:1][C:2]1[CH:3]=[C:4]([N:8]=[C:9]=[O:10])[CH:5]=[CH:6][CH:7]=1.[NH2:11][C:12]1[CH:13]=[N:14][CH:15]=[CH:16][CH:17]=1.CO.C(Cl)[Cl:21]. Given the product [ClH:21].[I:1][C:2]1[CH:3]=[C:4]([NH:8][C:9]([NH:11][C:12]2[CH:13]=[N:14][CH:15]=[CH:16][CH:17]=2)=[O:10])[CH:5]=[CH:6][CH:7]=1, predict the reactants needed to synthesize it. (9) Given the product [Cl:1][C:2]1[CH:3]=[C:4]2[C:7](=[O:9])[N:5]3[N:6]=[C:2]([Cl:1])[CH:3]=[C:4]3[C:7](=[O:9])[N:5]2[N:6]=1, predict the reactants needed to synthesize it. The reactants are: [Cl:1][C:2]1[NH:6][N:5]=[C:4]([C:7]([OH:9])=O)[CH:3]=1.O=S(Cl)Cl. (10) Given the product [C:1]([O:4][C@@H:5]1[C@@H:10]([O:11][C:12](=[O:14])[CH3:13])[C@H:19]([O:20][C:21](=[O:23])[CH3:22])[C@@H:8]([CH2:9][O:15][C:16](=[O:18])[CH3:17])[O:7][C@H:6]1[O:24][C:25]1[C:26]2[C:34]([CH2:53][CH2:47][C:44]3[CH:45]=[CH:46][C:41]([CH3:49])=[CH:42][CH:43]=3)=[CH:33][O:32][C:27]=2[CH:28]=[C:29]([CH3:31])[CH:30]=1)(=[O:3])[CH3:2], predict the reactants needed to synthesize it. The reactants are: [C:1]([O:4][C@@H:5]1[C@@H:10]([O:11][C:12](=[O:14])[CH3:13])[C@H:9]([O:15][C:16](=[O:18])[CH3:17])[C@@H:8]([CH2:19][O:20][C:21](=[O:23])[CH3:22])[O:7][C@H:6]1[O:24][C:25]1[CH:30]=[C:29]([CH3:31])[CH:28]=[C:27]([O:32][CH2:33][C:34](OC)=O)[C:26]=1C(=O)C)(=[O:3])[CH3:2].[C:41]1([CH3:49])[CH:46]=[CH:45][C:44]([CH:47]=O)=[CH:43][CH:42]=1.[OH-].[K+].Cl.[CH2:53](O)C.